The task is: Regression/Classification. Given a drug SMILES string, predict its absorption, distribution, metabolism, or excretion properties. Task type varies by dataset: regression for continuous measurements (e.g., permeability, clearance, half-life) or binary classification for categorical outcomes (e.g., BBB penetration, CYP inhibition). For this dataset (half_life_obach), we predict log10(half-life) (log10 of half-life in hours).. This data is from Drug half-life prediction data from Obach et al.. (1) The molecule is CCN(CC)CCNC(=O)c1cc(Br)c(N)cc1OC. The log10(half-life) is 0.460. (2) The drug is Cn1nnc2c(C(N)=O)ncn2c1=O. The log10(half-life) is 0.180. (3) The compound is Nc1ccc(S(=O)(=O)Nc2ncccn2)cc1. The log10(half-life) is 0.850. (4) The drug is NCc1ccccc1CC(=O)N[C@@H]1C(=O)N2C(C(=O)O)=C(CSc3nnnn3CC(=O)O)CS[C@H]12. The log10(half-life) is 0.480. (5) The log10(half-life) is 0.970. The compound is C#C[C@]1(OS(=O)(=O)O)CC[C@H]2[C@@H]3CCc4cc(O)ccc4[C@H]3CC[C@@]21C.